The task is: Regression. Given two drug SMILES strings and cell line genomic features, predict the synergy score measuring deviation from expected non-interaction effect.. This data is from NCI-60 drug combinations with 297,098 pairs across 59 cell lines. (1) Drug 1: CN1C2=C(C=C(C=C2)N(CCCl)CCCl)N=C1CCCC(=O)O.Cl. Drug 2: CN(C(=O)NC(C=O)C(C(C(CO)O)O)O)N=O. Cell line: BT-549. Synergy scores: CSS=0.427, Synergy_ZIP=0.270, Synergy_Bliss=-0.535, Synergy_Loewe=-2.71, Synergy_HSA=-2.59. (2) Drug 1: C(=O)(N)NO. Drug 2: CC12CCC3C(C1CCC2OP(=O)(O)O)CCC4=C3C=CC(=C4)OC(=O)N(CCCl)CCCl.[Na+]. Cell line: OVCAR-5. Synergy scores: CSS=25.9, Synergy_ZIP=-4.30, Synergy_Bliss=-2.58, Synergy_Loewe=-3.78, Synergy_HSA=-2.55. (3) Drug 1: CC12CCC3C(C1CCC2OP(=O)(O)O)CCC4=C3C=CC(=C4)OC(=O)N(CCCl)CCCl.[Na+]. Drug 2: CC1C(C(CC(O1)OC2CC(CC3=C2C(=C4C(=C3O)C(=O)C5=C(C4=O)C(=CC=C5)OC)O)(C(=O)CO)O)N)O.Cl. Cell line: SK-MEL-28. Synergy scores: CSS=50.5, Synergy_ZIP=2.56, Synergy_Bliss=6.42, Synergy_Loewe=-23.0, Synergy_HSA=7.63. (4) Drug 1: C1CC(C1)(C(=O)O)C(=O)O.[NH2-].[NH2-].[Pt+2]. Drug 2: CC=C1C(=O)NC(C(=O)OC2CC(=O)NC(C(=O)NC(CSSCCC=C2)C(=O)N1)C(C)C)C(C)C. Cell line: NCI-H460. Synergy scores: CSS=28.9, Synergy_ZIP=-1.59, Synergy_Bliss=4.64, Synergy_Loewe=-11.6, Synergy_HSA=4.37. (5) Drug 1: CC12CCC3C(C1CCC2O)C(CC4=C3C=CC(=C4)O)CCCCCCCCCS(=O)CCCC(C(F)(F)F)(F)F. Drug 2: CC(C)NC(=O)C1=CC=C(C=C1)CNNC.Cl. Cell line: HCT-15. Synergy scores: CSS=-12.5, Synergy_ZIP=-0.383, Synergy_Bliss=-13.1, Synergy_Loewe=-11.4, Synergy_HSA=-14.6.